Task: Predict the reaction yield, written as a fraction of the theoretical maximum amount of product (1.0 means a 100% yield; for example, 0.34 means a 34% yield).. Dataset: Reaction yield outcomes from USPTO patents with 853,638 reactions (1) The reactants are [N+:1]([C:4]1[CH:5]=[N:6][NH:7][CH:8]=1)([O-:3])=[O:2].Br[CH2:10][CH2:11][O:12][CH3:13].C(=O)([O-])[O-].[K+].[K+]. The catalyst is C(#N)C. The product is [CH3:13][O:12][CH2:11][CH2:10][N:6]1[CH:5]=[C:4]([N+:1]([O-:3])=[O:2])[CH:8]=[N:7]1. The yield is 0.760. (2) The reactants are [CH2:1]([O:4][C:5]1[CH:10]=[CH:9][C:8]([CH2:11]Cl)=[CH:7][CH:6]=1)[CH:2]=[CH2:3].NC(N)=[S:15].O.N. The catalyst is C(O)C. The product is [CH2:1]([O:4][C:5]1[CH:10]=[CH:9][C:8]([CH2:11][SH:15])=[CH:7][CH:6]=1)[CH:2]=[CH2:3]. The yield is 0.810. (3) The reactants are [F:1][C:2]1[CH:7]=[CH:6][CH:5]=[C:4]([F:8])[C:3]=1[N:9]1[C:14]2[N:15]=[C:16]([NH:28][CH2:29][CH2:30][N:31]([CH3:33])[CH3:32])[N:17]=[C:18]([C:19]3[CH:20]=[C:21]([CH:25]=[CH:26][CH:27]=3)[C:22](O)=[O:23])[C:13]=2[CH2:12][NH:11][C:10]1=[O:34].[F:35][C:36]1[CH:42]=[CH:41][C:39]([NH2:40])=[CH:38][CH:37]=1.CN(C(ON1N=NC2C=CC=NC1=2)=[N+](C)C)C.F[P-](F)(F)(F)(F)F.C(N(C(C)C)CC)(C)C. The catalyst is C(Cl)Cl.O. The product is [F:8][C:4]1[CH:5]=[CH:6][CH:7]=[C:2]([F:1])[C:3]=1[N:9]1[C:14]2[N:15]=[C:16]([NH:28][CH2:29][CH2:30][N:31]([CH3:33])[CH3:32])[N:17]=[C:18]([C:19]3[CH:20]=[C:21]([CH:25]=[CH:26][CH:27]=3)[C:22]([NH:40][C:39]3[CH:41]=[CH:42][C:36]([F:35])=[CH:37][CH:38]=3)=[O:23])[C:13]=2[CH2:12][NH:11][C:10]1=[O:34]. The yield is 0.720. (4) The reactants are [OH:1][C:2]1[CH:3]=[C:4]([NH:8][C:9](=[O:20])[C:10]2[CH:15]=[CH:14][CH:13]=[C:12]([C:16]([F:19])([F:18])[F:17])[CH:11]=2)[CH:5]=[CH:6][CH:7]=1.Cl[C:22]1[CH:27]=[CH:26][C:25]([N+:28]([O-:30])=[O:29])=[CH:24][N:23]=1.C(=O)([O-])[O-].[K+].[K+]. The catalyst is CN(C)C=O. The product is [N+:28]([C:25]1[CH:26]=[CH:27][C:22]([O:1][C:2]2[CH:3]=[C:4]([NH:8][C:9](=[O:20])[C:10]3[CH:15]=[CH:14][CH:13]=[C:12]([C:16]([F:17])([F:18])[F:19])[CH:11]=3)[CH:5]=[CH:6][CH:7]=2)=[N:23][CH:24]=1)([O-:30])=[O:29]. The yield is 0.830. (5) The reactants are CN(C)S([N:6]1[CH:10]=[C:9]([CH:11]([C:14]2[CH:19]=[CH:18][CH:17]=[CH:16][CH:15]=2)[CH2:12][CH3:13])[N:8]=[C:7]1[Si](C(C)(C)C)(C)C)(=O)=O.N. The catalyst is Cl. The product is [C:14]1([CH:11]([C:9]2[N:8]=[CH:7][NH:6][CH:10]=2)[CH2:12][CH3:13])[CH:15]=[CH:16][CH:17]=[CH:18][CH:19]=1. The yield is 0.990. (6) The reactants are Br[C:2]1[CH:7]=[CH:6][C:5]([C:8]2[N:12]([CH2:13][C@@H:14]3[CH2:18][CH2:17][N:16]([C:19]([CH:21]4[CH2:23][CH2:22]4)=[O:20])[CH2:15]3)[CH:11]=[N:10][N:9]=2)=[CH:4][CH:3]=1.C([O-])([O-])=O.[K+].[K+].[O-]S([O-])(=O)=O.[Na+].[Na+]. The catalyst is O1CCOCC1.C1C=CC(P(C2C=CC=CC=2)[C-]2C=CC=C2)=CC=1.C1C=CC(P(C2C=CC=CC=2)[C-]2C=CC=C2)=CC=1.Cl[Pd]Cl.[Fe+2]. The product is [CH:21]1([C:19]([N:16]2[CH2:17][CH2:18][C@@H:14]([CH2:13][N:12]3[CH:11]=[N:10][N:9]=[C:8]3[C:5]3[CH:6]=[CH:7][C:2]([C:4]4[C:5]([C:8]#[N:9])=[CH:6][CH:7]=[CH:2][CH:3]=4)=[CH:3][CH:4]=3)[CH2:15]2)=[O:20])[CH2:23][CH2:22]1. The yield is 0.380. (7) The reactants are Br[C:2]1[CH:7]=[CH:6][CH:5]=[C:4]([N:8]2[C:12]([CH3:13])=[CH:11][CH:10]=[C:9]2[CH3:14])[N:3]=1.[CH2:15]([O:22][C:23]1[CH:28]=[CH:27][C:26](B(O)O)=[C:25]([CH:32]([CH3:34])[CH3:33])[CH:24]=1)[C:16]1[CH:21]=[CH:20][CH:19]=[CH:18][CH:17]=1.C(=O)([O-])[O-].[Na+].[Na+]. The catalyst is C(O)C.O.C1C=CC([P]([Pd]([P](C2C=CC=CC=2)(C2C=CC=CC=2)C2C=CC=CC=2)([P](C2C=CC=CC=2)(C2C=CC=CC=2)C2C=CC=CC=2)[P](C2C=CC=CC=2)(C2C=CC=CC=2)C2C=CC=CC=2)(C2C=CC=CC=2)C2C=CC=CC=2)=CC=1. The product is [CH2:15]([O:22][C:23]1[CH:28]=[CH:27][C:26]([C:2]2[CH:7]=[CH:6][CH:5]=[C:4]([N:8]3[C:12]([CH3:13])=[CH:11][CH:10]=[C:9]3[CH3:14])[N:3]=2)=[C:25]([CH:32]([CH3:34])[CH3:33])[CH:24]=1)[C:16]1[CH:17]=[CH:18][CH:19]=[CH:20][CH:21]=1. The yield is 0.870.